Task: Regression. Given two drug SMILES strings and cell line genomic features, predict the synergy score measuring deviation from expected non-interaction effect.. Dataset: Merck oncology drug combination screen with 23,052 pairs across 39 cell lines Drug 1: CN1C(=O)C=CC2(C)C3CCC4(C)C(NC(=O)OCC(F)(F)F)CCC4C3CCC12. Drug 2: COc1cc(C2c3cc4c(cc3C(OC3OC5COC(C)OC5C(O)C3O)C3COC(=O)C23)OCO4)cc(OC)c1O. Cell line: NCIH2122. Synergy scores: synergy=17.4.